Predict the reactants needed to synthesize the given product. From a dataset of Full USPTO retrosynthesis dataset with 1.9M reactions from patents (1976-2016). (1) Given the product [F:1][C:2]1[CH:3]=[C:4]2[C:9](=[C:10]([N+:12]([O-:14])=[O:13])[CH:11]=1)[NH:8][CH:7]([CH3:17])[CH2:6][CH2:5]2, predict the reactants needed to synthesize it. The reactants are: [F:1][C:2]1[CH:3]=[C:4]2[C:9](=[C:10]([N+:12]([O-:14])=[O:13])[CH:11]=1)[N:8](C=O)[CH:7]([CH3:17])[CH2:6][CH2:5]2.C(O)C.[OH-].[Na+]. (2) Given the product [F:22][C:19]([F:20])([F:21])[C:16]1[N:15]=[CH:14][C:13]([S:10]([NH2:9])(=[O:12])=[O:11])=[CH:18][CH:17]=1, predict the reactants needed to synthesize it. The reactants are: OC[C@@H]1CCCC[C@H]1[NH:9][S:10]([C:13]1[CH:14]=[N:15][C:16]([C:19]([F:22])([F:21])[F:20])=[CH:17][CH:18]=1)(=[O:12])=[O:11].C(=O)([O-])[O-].[Cs+].[Cs+].BrCC1C(F)=CC(C2N=CON=2)=C(F)C=1.ClC1C=CC(S(N(CC2C=CC(C3OC=CN=3)=C(F)C=2F)[C@@H]2CCCC[C@H]2CO)(=O)=O)=CC=1. (3) The reactants are: [C:1]1([C:7]#[C:8][C:9]2[CH:16]=[CH:15][C:12]([CH:13]=O)=[CH:11][CH:10]=2)[CH:6]=[CH:5][CH:4]=[CH:3][CH:2]=1.[C:17]1([C@H:23]([NH2:25])[CH3:24])[CH:22]=[CH:21][CH:20]=[CH:19][CH:18]=1. Given the product [C:17]1([C@H:23]([NH:25][CH2:13][C:12]2[CH:15]=[CH:16][C:9]([C:8]#[C:7][C:1]3[CH:6]=[CH:5][CH:4]=[CH:3][CH:2]=3)=[CH:10][CH:11]=2)[CH3:24])[CH:22]=[CH:21][CH:20]=[CH:19][CH:18]=1, predict the reactants needed to synthesize it. (4) The reactants are: [N+:1]1([O-])[CH:6]=[CH:5][C:4]([C:7]([O:9][CH2:10][CH3:11])=[O:8])=[C:3]([C:12]([O:14][CH2:15][CH3:16])=[O:13])[CH:2]=1.P(Cl)(Cl)([Cl:20])=O. Given the product [Cl:20][C:6]1[N:1]=[CH:2][C:3]([C:12]([O:14][CH2:15][CH3:16])=[O:13])=[C:4]([C:7]([O:9][CH2:10][CH3:11])=[O:8])[CH:5]=1, predict the reactants needed to synthesize it. (5) Given the product [C:1]([O:5][C:6](=[O:35])[CH2:7][C@H:8]([NH:16][S:17]([C:20]1[CH:25]=[CH:24][C:23]([NH:26][C:47](=[O:48])[CH2:46][CH2:45][CH2:44][Cl:43])=[CH:22][C:21]=1[O:27][CH2:28][C:29]1[CH:34]=[CH:33][CH:32]=[CH:31][CH:30]=1)(=[O:19])=[O:18])[CH:9]([O:10][CH2:11][CH3:12])[O:13][CH2:14][CH3:15])([CH3:3])([CH3:4])[CH3:2], predict the reactants needed to synthesize it. The reactants are: [C:1]([O:5][C:6](=[O:35])[CH2:7][C@H:8]([NH:16][S:17]([C:20]1[CH:25]=[CH:24][C:23]([NH2:26])=[CH:22][C:21]=1[O:27][CH2:28][C:29]1[CH:34]=[CH:33][CH:32]=[CH:31][CH:30]=1)(=[O:19])=[O:18])[CH:9]([O:13][CH2:14][CH3:15])[O:10][CH2:11][CH3:12])([CH3:4])([CH3:3])[CH3:2].C(N(CC)CC)C.[Cl:43][CH2:44][CH2:45][CH2:46][C:47](Cl)=[O:48]. (6) Given the product [C:1]([O:5][C:6](=[O:23])[NH:7][C:8]1[CH2:9][O:10][CH2:11][C@:12]([C:15]2[CH:16]=[C:17]([NH:22][C:31]([C:28]3[N:29]=[CH:30][C:25]([Br:24])=[CH:26][N:27]=3)=[O:32])[CH:18]=[C:19]([Br:21])[CH:20]=2)([CH3:14])[N:13]=1)([CH3:2])([CH3:3])[CH3:4], predict the reactants needed to synthesize it. The reactants are: [C:1]([O:5][C:6](=[O:23])[NH:7][C:8]1[CH2:9][O:10][CH2:11][C@:12]([C:15]2[CH:20]=[C:19]([Br:21])[CH:18]=[C:17]([NH2:22])[CH:16]=2)([CH3:14])[N:13]=1)([CH3:4])([CH3:3])[CH3:2].[Br:24][C:25]1[CH:26]=[N:27][C:28]([C:31](O)=[O:32])=[N:29][CH:30]=1.C1C=CC2N(O)N=NC=2C=1.CCN(C(C)C)C(C)C.C(Cl)CCl.